This data is from Forward reaction prediction with 1.9M reactions from USPTO patents (1976-2016). The task is: Predict the product of the given reaction. (1) Given the reactants [Cl:1][C:2]1[CH:7]=[C:6]([C:8]([F:11])([F:10])[F:9])[CH:5]=[C:4]([Cl:12])[C:3]=1[N:13]1[C:17]([OH:18])=[C:16]([S:19][C:20]([F:23])([F:22])[F:21])[C:15]([C:24]#[N:25])=[N:14]1.N1C=CC=CC=1.[CH3:32][C:33]([CH3:38])([CH3:37])[C:34](Cl)=[O:35], predict the reaction product. The product is: [Cl:1][C:2]1[CH:7]=[C:6]([C:8]([F:11])([F:10])[F:9])[CH:5]=[C:4]([Cl:12])[C:3]=1[N:13]1[C:17]([O:18][C:34](=[O:35])[C:33]([CH3:38])([CH3:37])[CH3:32])=[C:16]([S:19][C:20]([F:23])([F:21])[F:22])[C:15]([C:24]#[N:25])=[N:14]1. (2) Given the reactants [C:1]([C:3]1[C:4]([CH3:16])=[CH:5][C:6]([CH:13]([CH3:15])[CH3:14])=[C:7]([CH:12]=1)[C:8]([O:10][CH3:11])=[O:9])#[N:2].P(OCC)(OCC)([S-])=[S:18], predict the reaction product. The product is: [C:1]([C:3]1[C:4]([CH3:16])=[CH:5][C:6]([CH:13]([CH3:14])[CH3:15])=[C:7]([CH:12]=1)[C:8]([O:10][CH3:11])=[O:9])(=[S:18])[NH2:2]. (3) Given the reactants [CH2:1]([O:8][C:9]1[CH:14]=[CH:13][N:12]([CH2:15][C:16]2[CH:21]=[CH:20][CH:19]=[C:18]([F:22])[CH:17]=2)[C:11](=[O:23])[C:10]=1I)[C:2]1[CH:7]=[CH:6][CH:5]=[CH:4][CH:3]=1.[CH2:25](OC1C=CN(CC2C=CC=C(F)C=2)C(=O)C=1)[C:26]1C=CC=CC=1.IN1C(=O)CCC1=O, predict the reaction product. The product is: [CH2:1]([O:8][C:9]1[CH:14]=[CH:13][N:12]([CH2:15][C:16]2[CH:21]=[CH:20][CH:19]=[C:18]([F:22])[CH:17]=2)[C:11](=[O:23])[C:10]=1[C:25]#[CH:26])[C:2]1[CH:7]=[CH:6][CH:5]=[CH:4][CH:3]=1.